Regression. Given a target protein amino acid sequence and a drug SMILES string, predict the binding affinity score between them. We predict pKd (pKd = -log10(Kd in M); higher means stronger binding). Dataset: bindingdb_kd. From a dataset of Drug-target binding data from BindingDB using Kd measurements. (1) The drug is COc1cc2c(cc1OC)C1CC(=O)C(CC(C)C)CN1CC2. The target protein sequence is MALSDLVLLRWLRDSRHSRKLILFIVFLALLLDNMLLTVVIPIIPSYLYSIKHEKNSTEIQTTRPELVVSTSESIFSYYNNSTVLITGNATGTLPGGQSHKATSTQHTVANTTVPSDCPSEDRDLLNENVQVGLLFASKATVQLLTNPFIGLLTNRIGYPIPMFAGFCIMFISTVMFAFSSSYAFLLIARSLQGIGSSCSSVAGMGMLASVYTDDEERGKPMGIALGGLAMGVLVGPPFGSVLYEFVGKTAPFLVLAALVLLDGAIQLFVLQPSRVQPESQKGTPLTTLLKDPYILIAAGSICFANMGIAMLEPALPIWMMETMCSRKWQLGVAFLPASISYLIGTNIFGILAHKMGRWLCALLGMVIVGISILCIPFAKNIYGLIAPNFGVGFAIGMVDSSMMPIMGYLVDLRHVSVYGSVYAIADVAFCMGYAIGPSAGGAIAKAIGFPWLMTIIGIIDIAFAPLCFFLRSPPAKEEKMAILMDHNCPIKRKMYTQNN.... The pKd is 8.4. (2) The small molecule is CC[C@@H]1C(=O)N(C)c2cnc(Nc3ccc(C(=O)NC4CCN(C)CC4)cc3OC)nc2N1C1CCCC1. The target protein (P29322) has sequence MAPARGRLPPALWVVTAAAAAATCVSAARGEVNLLDTSTIHGDWGWLTYPAHGWDSINEVDESFQPIHTYQVCNVMSPNQNNWLRTSWVPRDGARRVYAEIKFTLRDCNSMPGVLGTCKETFNLYYLESDRDLGASTQESQFLKIDTIAADESFTGADLGVRRLKLNTEVRSVGPLSKRGFYLAFQDIGACLAILSLRIYYKKCPAMVRNLAAFSEAVTGADSSSLVEVRGQCVRHSEERDTPKMYCSAEGEWLVPIGKCVCSAGYEERRDACVACELGFYKSAPGDQLCARCPPHSHSAAPAAQACHCDLSYYRAALDPPSSACTRPPSAPVNLISSVNGTSVTLEWAPPLDPGGRSDITYNAVCRRCPWALSRCEACGSGTRFVPQQTSLVQASLLVANLLAHMNYSFWIEAVNGVSDLSPEPRRAAVVNITTNQAAPSQVVVIRQERAGQTSVSLLWQEPEQPNGIILEYEIKYYEKDKEMQSYSTLKAVTTRATVS.... The pKd is 5.0. (3) The drug is N=C(N)NCCCC(NC(=O)C1CC2CCCCC2N1C(=O)C1Cc2ccccc2CN1C(=O)C(Cc1ccccc1)NC(=O)CCCN)C(=O)O. The target protein (Q28642) has sequence MLNITSQVLAPALNGSVSQSSGCPNTEWSGWLNVIQAPFLWVLFVLATLENLFVLSVFCLHKSSCTVAEVYLGNLAAADLILACGLPFWAVTIANHFDWLFGEALCRVVNTMIYMNLYSSICFLMLVSIDRYLALVKTMSIGRMRRVRWAKLYSLVIWGCTLLLSSPMLVFRTMKDYRDEGYNVTACIIDYPSRSWEVFTNVLLNLVGFLLPLSVITFCTVQILQVLRNNEMQKFKEIQTERRATVLVLAVLLLFVVCWLPFQVSTFLDTLLKLGVLSSCWDEHVIDVITQVGSFMGYSNSCLNPLVYVIVGKRFRKKSREVYRAACPKAGCVLEPVQAESSMGTLRTSISVERQIHKLPEWTRSSQ. The pKd is 6.4. (4) The pKd is 6.5. The small molecule is COc1ccc2[nH]cc(CCNC(=O)[C@H](Cc3ccncc3)NC(=O)[C@H](Cc3ccc(Cl)cc3)NC(=O)[C@H](Cc3c[nH]c4ccc(O)cc34)NC(=O)CCCN)c2c1. The target protein sequence is NEVTLLDSRSVQGELGWIASPLEGGWEEVSIMGGKNTPIRTYQVCNVMEPSQNNWLRTDWITREGAQRVYIEIKFTLRDCNSLPGVMGTCKETFNLYYYESDNDKERFIRENQFVKIDTIAADESFTQVDIGDRIMKLNTEIRDVGPLSKKGFYLAFQDVGACIALVSVRVFYKKCPLTVR. (5) The small molecule is NC(=O)c1ccc(-c2nc(-c3ccccn3)c(-c3ccc4c(c3)OCO4)[nH]2)cc1. The target protein (Q9UQ88) has sequence MGDEKDSWKVKTLDEILQEKKRRKEQEEKAEIKRLKNSDDRDSKRDSLEEGELRDHCMEITIRNSPYRREDSMEDRGEEDDSLAIKPPQQMSRKEKVHHRKDEKRKEKWKHARVKEREHERRKRHREEQDKARREWERQKRREMAREHSRRERDRLEQLERKRERERKMREQQKEQREQKERERRAEERRKEREARREVSAHHRTMREDYSDKVKASHWSRSPPRPPRERFELGDGRKPGEARPAPAQKPAQLKEEKMEERDLLSDLQDISDSERKTSSAESSSAESGSGSEEEEEEEEEEEEEGSTSEESEEEEEEEEEEEEETGSNSEEASEQSAEEVSEEEMSEDEERENENHLLVVPESRFDRDSGESEEAEEEVGEGTPQSSALTEGDYVPDSPALLPIELKQELPKYLPALQGCRSVEEFQCLNRIEEGTYGVVYRAKDKKTDEIVALKRLKMEKEKEGFPITSLREINTILKAQHPNIVTVREIVVGSNMDKI.... The pKd is 5.0. (6) The drug is CCN(CCO)CCCOc1ccc2c(Nc3cc(CC(=O)Nc4cccc(F)c4)n[nH]3)ncnc2c1. The target is PFCDPK1(Pfalciparum). The pKd is 5.0. (7) The small molecule is COc1ccccc1CNCCCCCCN(C)CCCCCCCCN(C)CCCCCCNCc1ccccc1OC. The target protein sequence is MTLHSNSTTLPLFPNISTSWIHSPSEAGLPPGTVTHFGSYNISQAAGNFSSLNGTTSDPLGGHTIWQVVFIAFLTGFLALVTIIGNILVIVSFKVNKQLKHVNNYFLLSLADLIIGVISMNLFTTYIIMNRWALGNLACDLWLSIDYVASNASVMNLLVISFDRYFSITRPLTYRAKRTTKRAGVMIGLAWVISFVLWAPAILFWQYFVGKRTVPPGECFIQFLSEPTITFGTAIAAFYMPVTIMTILYWRIYKETEKRTKELAGLQASGTEAETENFVHPTGSSRSCSSYELQQQSLKHSSRRKYSRCHFWFATKSWKPNAGQMDQDHSSSDSWNNYDAAASLENSASDEEDIGSETRAIYSIVLKLPGHSTILNSTKLPSSDNLQVPEEDLEPMDMERNASKPQTQKSMDDGGSFQKSFSNLPIQLESTMDTAKTSDANSSVSKTMATLPLSFKEATLAKRFALRTRSQITKRKRMSLIKEKRAAQTLSAILLAFIIT.... The pKd is 6.4.